Dataset: Reaction yield outcomes from USPTO patents with 853,638 reactions. Task: Predict the reaction yield, written as a fraction of the theoretical maximum amount of product (1.0 means a 100% yield; for example, 0.34 means a 34% yield). (1) The reactants are [Cl:1][C:2]1[CH:3]=[C:4]([C:9]2[CH2:15][CH:14]3[N:16](C)[CH:11]([CH2:12][CH2:13]3)[CH:10]=2)[CH:5]=[CH:6][C:7]=1[Cl:8].ClC(OC(Cl)C)=O.[OH-].[Na+]. The catalyst is ClCCCl.CO.O. The product is [Cl:1][C:2]1[CH:3]=[C:4]([C:9]2[CH2:10][CH:11]3[NH:16][CH:14]([CH2:13][CH2:12]3)[CH:15]=2)[CH:5]=[CH:6][C:7]=1[Cl:8]. The yield is 0.500. (2) The reactants are [OH:1][N:2]=[C:3](Cl)[C:4]1[C:8]([NH:9][CH2:10][CH2:11][O:12][CH3:13])=[N:7][O:6][N:5]=1.[Br:15][C:16]1[CH:17]=[C:18]([CH:20]=[CH:21][C:22]=1[F:23])[NH2:19].C(=O)(O)[O-].[Na+]. The catalyst is O. The product is [Br:15][C:16]1[CH:17]=[C:18]([NH:19][C:3]([C:4]2[C:8]([NH:9][CH2:10][CH2:11][O:12][CH3:13])=[N:7][O:6][N:5]=2)=[N:2][OH:1])[CH:20]=[CH:21][C:22]=1[F:23]. The yield is 0.980. (3) The catalyst is C(O)C.O1CCCC1. The reactants are [CH2:1]([N:4]([CH2:27][CH2:28][CH3:29])[C:5]1([C:8]2[CH:13]=[CH:12][C:11]([C:14]#[C:15][C:16]3[CH:26]=[CH:25][C:19]([C:20]([O:22]CC)=[O:21])=[CH:18][CH:17]=3)=[CH:10][CH:9]=2)[CH2:7][CH2:6]1)[CH2:2][CH3:3].[OH-].[Na+]. The yield is 0.700. The product is [CH2:27]([N:4]([CH2:1][CH2:2][CH3:3])[C:5]1([C:8]2[CH:13]=[CH:12][C:11]([C:14]#[C:15][C:16]3[CH:17]=[CH:18][C:19]([C:20]([OH:22])=[O:21])=[CH:25][CH:26]=3)=[CH:10][CH:9]=2)[CH2:6][CH2:7]1)[CH2:28][CH3:29]. (4) The reactants are C[O:2][C:3]([C:5]1[CH:10]=[C:9]([Br:11])[C:8](=[O:12])[N:7]([CH3:13])[C:6]=1[NH:14][C:15]1[CH:20]=[CH:19][C:18]([Br:21])=[CH:17][C:16]=1[F:22])=[O:4].COC(C1C=CC(=O)N(C)C=1NC1C=CC(Br)=CC=1F)=O.BrN1C(=O)CCC1=O. The catalyst is CN(C=O)C. The product is [Br:11][C:9]1[C:8](=[O:12])[N:7]([CH3:13])[C:6]([NH:14][C:15]2[CH:20]=[CH:19][C:18]([Br:21])=[CH:17][C:16]=2[F:22])=[C:5]([C:3]([OH:4])=[O:2])[CH:10]=1. The yield is 0.850. (5) The reactants are [F:1][C:2]1[CH:3]=[C:4]([C:20]2[C:21]([C:26]#[N:27])=[CH:22][CH:23]=[CH:24][CH:25]=2)[CH:5]=[CH:6][C:7]=1[CH2:8][C:9]1[C:14](=[O:15])[NH:13][C:12]([CH3:16])=[N:11][C:10]=1[CH2:17][CH2:18][CH3:19].[CH3:28][C:29]1([CH3:42])[CH2:38][CH2:37][C:36]2[C:31](=[CH:32][CH:33]=[C:34](B(O)O)[CH:35]=2)[O:30]1.N1C=CC=CC=1.C(N(CC)CC)C. The catalyst is C(OCC)(=O)C.C([O-])(=O)C.[Cu+2].C([O-])(=O)C.ClCCl. The product is [CH3:28][C:29]1([CH3:42])[CH2:38][CH2:37][C:36]2[C:31](=[CH:32][CH:33]=[C:34]([N:13]3[C:14](=[O:15])[C:9]([CH2:8][C:7]4[CH:6]=[CH:5][C:4]([C:20]5[C:21]([C:26]#[N:27])=[CH:22][CH:23]=[CH:24][CH:25]=5)=[CH:3][C:2]=4[F:1])=[C:10]([CH2:17][CH2:18][CH3:19])[N:11]=[C:12]3[CH3:16])[CH:35]=2)[O:30]1. The yield is 0.700.